From a dataset of Catalyst prediction with 721,799 reactions and 888 catalyst types from USPTO. Predict which catalyst facilitates the given reaction. (1) Reactant: [O:1]=[C:2]1[NH:7][C:6]2[CH:8]=[C:9]([CH:12]=O)[CH:10]=[CH:11][C:5]=2[O:4][CH2:3]1.[CH3:14][O:15][C:16]1[CH:17]=[CH:18][C:19]2[C:24]([N:25]=1)=[C:23]1[CH2:26][CH:27]([CH2:29][C@H:30]3[CH2:35][CH2:34][C@H:33]([NH2:36])[CH2:32][CH2:31]3)[O:28][C:22]1=[CH:21][N:20]=2.C(O)(=O)C.C([BH3-])#N.[Na+]. Product: [CH3:14][O:15][C:16]1[CH:17]=[CH:18][C:19]2[C:24]([N:25]=1)=[C:23]1[CH2:26][CH:27]([CH2:29][C@H:30]3[CH2:35][CH2:34][C@H:33]([NH:36][CH2:12][C:9]4[CH:10]=[CH:11][C:5]5[O:4][CH2:3][C:2](=[O:1])[NH:7][C:6]=5[CH:8]=4)[CH2:32][CH2:31]3)[O:28][C:22]1=[CH:21][N:20]=2. The catalyst class is: 525. (2) Reactant: [C:1]([O:5][C:6](=[O:28])[NH:7][CH2:8][C:9]1[CH:14]=[C:13]([O:15][C:16]2[CH:21]=[C:20]([O:22][CH3:23])[CH:19]=[CH:18][C:17]=2[F:24])[CH:12]=[CH:11][C:10]=1[N+:25]([O-])=O)([CH3:4])([CH3:3])[CH3:2].[Cl-].[NH4+].C(O)C. Product: [C:1]([O:5][C:6](=[O:28])[NH:7][CH2:8][C:9]1[CH:14]=[C:13]([O:15][C:16]2[CH:21]=[C:20]([O:22][CH3:23])[CH:19]=[CH:18][C:17]=2[F:24])[CH:12]=[CH:11][C:10]=1[NH2:25])([CH3:4])([CH3:2])[CH3:3]. The catalyst class is: 150. (3) Reactant: [C:1]([OH:17])(=[O:16])[C:2]([C:10]1[CH:15]=[CH:14][CH:13]=[CH:12][CH:11]=1)([C:4]1[CH:9]=[CH:8][CH:7]=[CH:6][CH:5]=1)[OH:3].[CH2:18]1CCN2C(=NCCC2)CC1.CI. Product: [C:1]([O:17][CH3:18])(=[O:16])[C:2]([C:10]1[CH:11]=[CH:12][CH:13]=[CH:14][CH:15]=1)([C:4]1[CH:9]=[CH:8][CH:7]=[CH:6][CH:5]=1)[OH:3]. The catalyst class is: 10. (4) Reactant: C([O:4][C:5]1[CH:10]=[CH:9][CH:8]=[CH:7][C:6]=1[C:11]([N:13]1[C:16]([CH3:18])([CH3:17])[C:15](=[O:19])[N:14]1[CH:20]1[CH:27]2[CH2:28][CH:23]3[CH2:24][CH:25]([CH2:29][CH:21]1[CH2:22]3)[CH2:26]2)=[O:12])(=O)C.O.C(=O)(O)[O-].[Na+].O. Product: [OH:4][C:5]1[CH:10]=[CH:9][CH:8]=[CH:7][C:6]=1[C:11]([N:13]1[C:16]([CH3:17])([CH3:18])[C:15](=[O:19])[N:14]1[CH:20]1[CH:27]2[CH2:28][CH:23]3[CH2:24][CH:25]([CH2:29][CH:21]1[CH2:22]3)[CH2:26]2)=[O:12]. The catalyst class is: 111. (5) Reactant: Cl[C:2]1[N:7]=[CH:6][C:5]([F:8])=[CH:4][N:3]=1.[NH:9]1[CH2:14][CH2:13][CH:12]([CH2:15][OH:16])[CH2:11][CH2:10]1.C([O-])([O-])=O.[K+].[K+].O. Product: [F:8][C:5]1[CH:4]=[N:3][C:2]([N:9]2[CH2:14][CH2:13][CH:12]([CH2:15][OH:16])[CH2:11][CH2:10]2)=[N:7][CH:6]=1. The catalyst class is: 16.